From a dataset of hERG potassium channel inhibition data for cardiac toxicity prediction from Karim et al.. Regression/Classification. Given a drug SMILES string, predict its toxicity properties. Task type varies by dataset: regression for continuous values (e.g., LD50, hERG inhibition percentage) or binary classification for toxic/non-toxic outcomes (e.g., AMES mutagenicity, cardiotoxicity, hepatotoxicity). Dataset: herg_karim. (1) The compound is Cc1ccc(Nc2cc(-c3cccc(N4C(=O)c5ccccc5C4=O)c3)ncn2)cc1NS(C)(=O)=O. The result is 0 (non-blocker). (2) The molecule is Cc1cc(-n2cnnn2)ccc1CC(=O)N1CCN(CCc2ccc3c(c2)COC3=O)CC1. The result is 1 (blocker). (3) The drug is CC(C)N1CCN(Cc2cnc(-c3ccc(C(=O)Nc4ccccc4N)cc3)c(C#N)c2)CC1. The result is 0 (non-blocker). (4) The drug is COc1cccc(CN2CCC(C#N)(CNC(=O)c3cc(CC(C)C)n(-c4ccccc4)n3)CC2)c1. The result is 1 (blocker). (5) The drug is C[C@H]([C@H](O)c1ccc2c(c1)CNC(=O)N2)N1CCC(O)(c2ccc(F)cc2)CC1. The result is 1 (blocker). (6) The molecule is CCCCc1oc2ccccc2c1C(=O)c1cc(I)c(OCCNC(=O)CC)c(I)c1. The result is 1 (blocker).